This data is from Forward reaction prediction with 1.9M reactions from USPTO patents (1976-2016). The task is: Predict the product of the given reaction. Given the reactants [Br:1][C:2]1[CH:8]=[CH:7][C:5]([NH2:6])=[C:4]([CH3:9])[CH:3]=1.[Li+].C[Si]([N-][Si](C)(C)C)(C)C.[F:20]/[C:21](=[CH:27]\OC)/[C:22](OCC)=[O:23].Cl, predict the reaction product. The product is: [Br:1][C:2]1[CH:8]=[C:7]2[C:5](=[C:4]([CH3:9])[CH:3]=1)[NH:6][C:22](=[O:23])[C:21]([F:20])=[CH:27]2.